Predict the reactants needed to synthesize the given product. From a dataset of Full USPTO retrosynthesis dataset with 1.9M reactions from patents (1976-2016). (1) The reactants are: Cl[C:2]1[N:7]=[C:6]([NH:8][CH:9]2[CH2:11][CH2:10]2)[C:5]([Cl:12])=[CH:4][N:3]=1.[NH2:13][C:14]1[CH:15]=[C:16]([CH:20]([OH:22])[CH3:21])[CH:17]=[CH:18][CH:19]=1.C1(C)C=CC(S(O)(=O)=O)=CC=1.C(=O)([O-])O.[Na+]. Given the product [Cl:12][C:5]1[C:6]([NH:8][CH:9]2[CH2:11][CH2:10]2)=[N:7][C:2]([NH:13][C:14]2[CH:15]=[C:16]([CH:20]([OH:22])[CH3:21])[CH:17]=[CH:18][CH:19]=2)=[N:3][CH:4]=1, predict the reactants needed to synthesize it. (2) Given the product [F:3][C:4]([F:8])([F:7])[CH2:5][S:6][C:15]1[N:14]=[CH:13][C:12]([C:11]([O:10][CH3:9])=[O:19])=[CH:17][CH:16]=1, predict the reactants needed to synthesize it. The reactants are: [H-].[Na+].[F:3][C:4]([F:8])([F:7])[CH2:5][SH:6].[CH3:9][O:10][C:11](=[O:19])[C:12]1[CH:17]=[CH:16][C:15](Cl)=[N:14][CH:13]=1.